Dataset: Catalyst prediction with 721,799 reactions and 888 catalyst types from USPTO. Task: Predict which catalyst facilitates the given reaction. (1) The catalyst class is: 6. Product: [C:1]([O:5][C:6]([N:8]1[CH2:13][C@H:12]([CH2:14][F:15])[N:11]([CH2:24][C:25]([O:27][CH2:28][C:29]2[CH:34]=[CH:33][CH:32]=[CH:31][CH:30]=2)=[O:26])[CH2:10][C@H:9]1[CH3:16])=[O:7])([CH3:4])([CH3:3])[CH3:2]. Reactant: [C:1]([O:5][C:6]([N:8]1[CH2:13][C@H:12]([CH2:14][F:15])[NH:11][CH2:10][C@H:9]1[CH3:16])=[O:7])([CH3:4])([CH3:3])[CH3:2].C(=O)([O-])[O-].[K+].[K+].Br[CH2:24][C:25]([O:27][CH2:28][C:29]1[CH:34]=[CH:33][CH:32]=[CH:31][CH:30]=1)=[O:26].C(#N)C. (2) Reactant: [C@@H:1]12[CH2:7][C@@H:4]([CH2:5][CH2:6]1)[CH2:3][C@@H:2]2[O:8][C:9]1[C:21]([CH:22]2[CH2:24][CH2:23]2)=[CH:20][C:12]([C:13]([O:15]C(C)(C)C)=[O:14])=[C:11]([F:25])[CH:10]=1.FC(F)(F)C(O)=O. Product: [C@@H:1]12[CH2:7][C@@H:4]([CH2:5][CH2:6]1)[CH2:3][C@@H:2]2[O:8][C:9]1[C:21]([CH:22]2[CH2:24][CH2:23]2)=[CH:20][C:12]([C:13]([OH:15])=[O:14])=[C:11]([F:25])[CH:10]=1. The catalyst class is: 4. (3) Reactant: [C:1]([N:20]1[CH:24]=[C:23]([CH:25]=[O:26])[N:22]=[CH:21]1)([C:14]1[CH:19]=[CH:18][CH:17]=[CH:16][CH:15]=1)([C:8]1[CH:13]=[CH:12][CH:11]=[CH:10][CH:9]=1)[C:2]1[CH:7]=[CH:6][CH:5]=[CH:4][CH:3]=1.[CH3:27][Mg]Br. Product: [C:1]([N:20]1[CH:24]=[C:23]([CH:25]([OH:26])[CH3:27])[N:22]=[CH:21]1)([C:14]1[CH:15]=[CH:16][CH:17]=[CH:18][CH:19]=1)([C:8]1[CH:9]=[CH:10][CH:11]=[CH:12][CH:13]=1)[C:2]1[CH:7]=[CH:6][CH:5]=[CH:4][CH:3]=1. The catalyst class is: 1.